From a dataset of Full USPTO retrosynthesis dataset with 1.9M reactions from patents (1976-2016). Predict the reactants needed to synthesize the given product. (1) Given the product [CH3:45][O:44][C:41]1[CH:42]=[CH:43][C:38]([CH2:37][NH:1][CH2:2][CH2:3][N:4]2[C:8]3=[N:9][C:10]([N:13]([CH2:14][CH2:15][CH:16]([CH3:18])[CH3:17])[CH2:19][CH2:20][CH:21]([CH3:22])[CH3:23])=[CH:11][CH:12]=[C:7]3[N:6]=[C:5]2[NH:24][C:25]2[CH:30]=[C:29]([O:31][CH3:32])[C:28]([O:33][CH3:34])=[C:27]([O:35][CH3:36])[CH:26]=2)=[CH:39][CH:40]=1, predict the reactants needed to synthesize it. The reactants are: [NH2:1][CH2:2][CH2:3][N:4]1[C:8]2=[N:9][C:10]([N:13]([CH2:19][CH2:20][CH:21]([CH3:23])[CH3:22])[CH2:14][CH2:15][CH:16]([CH3:18])[CH3:17])=[CH:11][CH:12]=[C:7]2[N:6]=[C:5]1[NH:24][C:25]1[CH:30]=[C:29]([O:31][CH3:32])[C:28]([O:33][CH3:34])=[C:27]([O:35][CH3:36])[CH:26]=1.[CH:37](=O)[C:38]1[CH:43]=[CH:42][C:41]([O:44][CH3:45])=[CH:40][CH:39]=1.C(O[BH-](OC(=O)C)OC(=O)C)(=O)C.[Na+].C(=O)([O-])O.[Na+]. (2) Given the product [NH2:6][C:5]1[C:4]2[CH:7]=[CH:8][CH:9]=[C:2]([Br:1])[C:3]=2[N:10]=[C:11]2[CH2:12][N:13]([CH2:17][C:18]3[CH:19]=[CH:20][C:21]([O:24][CH3:25])=[CH:22][CH:23]=3)[C:14](=[O:16])[C:15]=12, predict the reactants needed to synthesize it. The reactants are: [Br:1][C:2]1[C:3]([NH:10][C:11]2[CH2:12][N:13]([CH2:17][C:18]3[CH:23]=[CH:22][C:21]([O:24][CH3:25])=[CH:20][CH:19]=3)[C:14](=[O:16])[CH:15]=2)=[C:4]([CH:7]=[CH:8][CH:9]=1)[C:5]#[N:6].[O-]CC.[Na+]. (3) Given the product [N:1]1([C:31]2[C:26]([C:24]#[N:25])=[N:27][CH:28]=[CH:29][CH:30]=2)[CH:5]=[N:4][N:3]=[N:2]1.[N:11]1([C:16]2[CH:17]=[CH:18][CH:19]=[CH:31][C:26]=2[C:24]#[N:25])[CH:20]=[N:1][CH:5]=[N:4]1, predict the reactants needed to synthesize it. The reactants are: [NH:1]1[CH:5]=[N:4][N:3]=[N:2]1.[OH-].C([N+:11]([CH2:20]CCC)([CH2:16][CH2:17][CH2:18][CH3:19])CCCC)CCC.[C:24]([C:26]1[C:31](F)=[CH:30][CH:29]=[CH:28][N:27]=1)#[N:25].